Dataset: Forward reaction prediction with 1.9M reactions from USPTO patents (1976-2016). Task: Predict the product of the given reaction. (1) The product is: [C:50]([C:49]1[CH:53]=[CH:54][C:46]([NH:45][C:21]([CH:12]2[CH:11]([C:24]3[CH:29]=[CH:28][CH:27]=[C:26]([Cl:30])[C:25]=3[F:31])[C:10]3([C:5]4[C:6](=[CH:7][C:2]([Cl:1])=[CH:3][CH:4]=4)[NH:8][C:9]3=[O:32])[CH:14]([CH2:15][C:16]([C:19]#[N:20])([CH3:18])[CH3:17])[NH:13]2)=[O:22])=[CH:47][CH:48]=1)(=[O:51])[NH2:52]. Given the reactants [Cl:1][C:2]1[CH:7]=[C:6]2[NH:8][C:9](=[O:32])[C:10]3([CH:14]([CH2:15][C:16]([C:19]#[N:20])([CH3:18])[CH3:17])[NH:13][CH:12]([C:21](O)=[O:22])[CH:11]3[C:24]3[CH:29]=[CH:28][CH:27]=[C:26]([Cl:30])[C:25]=3[F:31])[C:5]2=[CH:4][CH:3]=1.C1N=CN(C(N2C=NC=C2)=O)C=1.[NH2:45][C:46]1[CH:54]=[CH:53][C:49]([C:50]([NH2:52])=[O:51])=[CH:48][CH:47]=1, predict the reaction product. (2) Given the reactants [F:1][C:2]1[CH:3]=[CH:4][C:5]([C:11]([O:13][CH3:14])=[O:12])=[C:6](B(O)O)[CH:7]=1.[C:15]1([S:21]N2C(=O)C3C(=CC=CC=3)C2=O)[CH:20]=[CH:19][CH:18]=[CH:17][CH:16]=1, predict the reaction product. The product is: [F:1][C:2]1[CH:3]=[CH:4][C:5]([C:11]([O:13][CH3:14])=[O:12])=[C:6]([S:21][C:15]2[CH:20]=[CH:19][CH:18]=[CH:17][CH:16]=2)[CH:7]=1. (3) Given the reactants [NH2:1][C:2]1[C:3]2[N:4]([C:8]([C@@H:26]3[CH2:30][CH2:29][CH2:28][NH:27]3)=[N:9][C:10]=2[C:11]2[CH:25]=[CH:24][C:14]([C:15]([NH:17][C:18]3[CH:23]=[CH:22][CH:21]=[CH:20][N:19]=3)=[O:16])=[CH:13][CH:12]=2)[CH:5]=[CH:6][N:7]=1.[CH3:31][O:32][CH2:33][C:34]#[C:35][C:36](O)=[O:37], predict the reaction product. The product is: [NH2:1][C:2]1[C:3]2[N:4]([C:8]([C@@H:26]3[CH2:30][CH2:29][CH2:28][N:27]3[C:36](=[O:37])[C:35]#[C:34][CH2:33][O:32][CH3:31])=[N:9][C:10]=2[C:11]2[CH:25]=[CH:24][C:14]([C:15]([NH:17][C:18]3[CH:23]=[CH:22][CH:21]=[CH:20][N:19]=3)=[O:16])=[CH:13][CH:12]=2)[CH:5]=[CH:6][N:7]=1. (4) Given the reactants [Cl:1][C:2]1[CH:3]=[C:4]([NH:17][C:18]2[C:27]3[C:22](=[CH:23][CH:24]=[C:25]([C:28](=O)[C:29]#[C:30][CH3:31])[CH:26]=3)[N:21]=[CH:20][N:19]=2)[CH:5]=[CH:6][C:7]=1[O:8][CH2:9][C:10]1[CH:15]=[CH:14][CH:13]=[C:12]([F:16])[CH:11]=1.C([O:36][CH2:37][CH2:38][O:39][NH2:40])(=O)C.CS(O)(=O)=O.C(=O)(O)[O-].[Na+], predict the reaction product. The product is: [Cl:1][C:2]1[CH:3]=[C:4]([NH:17][C:18]2[C:27]3[C:22](=[CH:23][CH:24]=[C:25]([C:28](=[N:40][O:39][CH2:38][CH2:37][OH:36])[C:29]#[C:30][CH3:31])[CH:26]=3)[N:21]=[CH:20][N:19]=2)[CH:5]=[CH:6][C:7]=1[O:8][CH2:9][C:10]1[CH:15]=[CH:14][CH:13]=[C:12]([F:16])[CH:11]=1. (5) Given the reactants C[O:2][C:3](=[O:24])[C:4]1[CH:9]=[CH:8][C:7]([F:10])=[C:6]([NH:11][C:12]([C:14]2[N:18]3[CH:19]=[CH:20][C:21](Br)=[CH:22][C:17]3=[N:16][CH:15]=2)=[O:13])[CH:5]=1.[CH3:25][N:26]1[CH:30]=[CH:29][C:28](B2OC(C)(C)C(C)(C)O2)=[N:27]1.CC(O)=O, predict the reaction product. The product is: [F:10][C:7]1[CH:8]=[CH:9][C:4]([C:3]([OH:2])=[O:24])=[CH:5][C:6]=1[NH:11][C:12]([C:14]1[N:18]2[CH:19]=[CH:20][C:21]([C:30]3[N:26]([CH3:25])[N:27]=[CH:28][CH:29]=3)=[CH:22][C:17]2=[N:16][CH:15]=1)=[O:13]. (6) Given the reactants [CH2:1]([O:4][C:5]1[CH:9]=[C:8]([C:10]([O:12][CH3:13])=[O:11])[NH:7][N:6]=1)[CH2:2][CH3:3].[CH2:14](Br)[C:15]1[CH:20]=[CH:19][CH:18]=[CH:17][CH:16]=1.C(=O)([O-])[O-].[K+].[K+].O, predict the reaction product. The product is: [CH2:14]([N:7]1[C:8]([C:10]([O:12][CH3:13])=[O:11])=[CH:9][C:5]([O:4][CH2:1][CH2:2][CH3:3])=[N:6]1)[C:15]1[CH:20]=[CH:19][CH:18]=[CH:17][CH:16]=1.